Dataset: Forward reaction prediction with 1.9M reactions from USPTO patents (1976-2016). Task: Predict the product of the given reaction. Given the reactants Br[C:2]1[CH:7]=[CH:6][C:5]([Cl:8])=[C:4]([O:9][CH2:10][C:11]2[CH:16]=[CH:15][C:14]([O:17][CH3:18])=[CH:13][CH:12]=2)[CH:3]=1.C(O[B:23]([O:28][CH:29]([CH3:31])[CH3:30])[O:24][CH:25]([CH3:27])[CH3:26])(C)C.C([Li])CCC.OC(C(O)(C)C)(C)C, predict the reaction product. The product is: [Cl:8][C:5]1[CH:6]=[CH:7][C:2]([B:23]2[O:24][C:25]([CH3:26])([CH3:27])[C:29]([CH3:30])([CH3:31])[O:28]2)=[CH:3][C:4]=1[O:9][CH2:10][C:11]1[CH:16]=[CH:15][C:14]([O:17][CH3:18])=[CH:13][CH:12]=1.